Dataset: Catalyst prediction with 721,799 reactions and 888 catalyst types from USPTO. Task: Predict which catalyst facilitates the given reaction. (1) Reactant: C([N-][CH:5]([CH3:7])[CH3:6])(C)C.[Li+].[Br:9][C:10]1[N:11]=[CH:12][S:13][C:14]=1[C:15]1[S:19][CH:18]=[N:17][C:16]=1[Br:20].[CH:21]([Si:24](Cl)([CH:28]([CH3:30])[CH3:29])[CH:25]([CH3:27])[CH3:26])([CH3:23])[CH3:22]. Product: [CH:21]([Si:24]([CH:5]([CH3:6])[CH3:7])([CH:25]([CH3:27])[CH3:26])[C:18]1[S:19][C:15]([C:14]2[S:13][C:12]([Si:24]([CH:28]([CH3:30])[CH3:29])([CH:25]([CH3:27])[CH3:26])[CH:21]([CH3:23])[CH3:22])=[N:11][C:10]=2[Br:9])=[C:16]([Br:20])[N:17]=1)([CH3:23])[CH3:22]. The catalyst class is: 56. (2) Reactant: Cl[C:2]1[C:11]2[C:6](=[CH:7][C:8]([O:14][CH3:15])=[C:9]([O:12][CH3:13])[CH:10]=2)[N:5]=[CH:4][CH:3]=1.[OH:16][C:17]1[CH:18]=[N:19][C:20]2[C:25]([CH:26]=1)=[CH:24][CH:23]=[CH:22][CH:21]=2.O. Product: [CH3:13][O:12][C:9]1[CH:10]=[C:11]2[C:6](=[CH:7][C:8]=1[O:14][CH3:15])[N:5]=[CH:4][CH:3]=[C:2]2[O:16][C:17]1[CH:18]=[N:19][C:20]2[C:25]([CH:26]=1)=[CH:24][CH:23]=[CH:22][CH:21]=2. The catalyst class is: 420.